Dataset: Reaction yield outcomes from USPTO patents with 853,638 reactions. Task: Predict the reaction yield, written as a fraction of the theoretical maximum amount of product (1.0 means a 100% yield; for example, 0.34 means a 34% yield). (1) The reactants are [NH2:1][C:2]1[N:7]=[CH:6][N:5]=[C:4]2[N:8]([CH2:12][C:13]3[O:14][C:15]4[C:20]([C:21](=[O:29])[C:22]=3[C:23]3[CH:28]=[CH:27][CH:26]=[CH:25][CH:24]=3)=[CH:19][CH:18]=[CH:17][CH:16]=4)[N:9]=[C:10](I)[C:3]=12.C([N:37]1[C:45]2[C:40](=[CH:41][CH:42]=[C:43](B3OC(C)(C)C(C)(C)O3)[CH:44]=2)[C:39]([CH3:55])=[N:38]1)(OC(C)(C)C)=O.C(=O)([O-])[O-].[Na+].[Na+].ClCCl. The catalyst is CN(C=O)C.C(O)C.O. The product is [NH2:1][C:2]1[N:7]=[CH:6][N:5]=[C:4]2[N:8]([CH2:12][C:13]3[O:14][C:15]4[C:20]([C:21](=[O:29])[C:22]=3[C:23]3[CH:28]=[CH:27][CH:26]=[CH:25][CH:24]=3)=[CH:19][CH:18]=[CH:17][CH:16]=4)[N:9]=[C:10]([C:43]3[CH:44]=[C:45]4[C:40]([C:39]([CH3:55])=[N:38][NH:37]4)=[CH:41][CH:42]=3)[C:3]=12. The yield is 0.260. (2) The reactants are [ClH:1].[CH3:2][O:3][C:4]1[CH:13]=[CH:12][CH:11]=[C:10]2[C:5]=1[CH2:6][CH2:7][CH:8]([NH2:14])[CH2:9]2.[C:15]([O-])(=O)[CH3:16].[Na+].[C:20](O[BH-](OC(=O)C)OC(=O)C)(=O)C.[Na+].[OH-].[Na+].Cl. The catalyst is O1CCCC1.C(O)(=O)C. The product is [ClH:1].[CH3:2][O:3][C:4]1[CH:13]=[CH:12][CH:11]=[C:10]2[C:5]=1[CH2:6][CH2:7][C@H:8]([NH:14][CH2:20][CH2:15][CH3:16])[CH2:9]2. The yield is 0.780.